The task is: Regression. Given a peptide amino acid sequence and an MHC pseudo amino acid sequence, predict their binding affinity value. This is MHC class II binding data.. This data is from Peptide-MHC class II binding affinity with 134,281 pairs from IEDB. The peptide sequence is KALGPAATLEEMMTACQ. The MHC is DRB1_0101 with pseudo-sequence DRB1_0101. The binding affinity (normalized) is 0.